This data is from Full USPTO retrosynthesis dataset with 1.9M reactions from patents (1976-2016). The task is: Predict the reactants needed to synthesize the given product. (1) Given the product [NH2:30][C:29]1[S:28][C:27]([C:45]2[CH:44]=[CH:43][CH:42]=[C:41]([C:39]#[N:40])[CH:46]=2)=[N:26][C:25]=1[C:23]([NH:22][C:17]1[CH:18]=[N:19][N:20]([CH3:21])[C:16]=1[N:13]1[CH2:14][CH2:15][CH:10]([CH2:9][NH2:8])[CH2:11][CH2:12]1)=[O:24], predict the reactants needed to synthesize it. The reactants are: C(OC([NH:8][CH2:9][CH:10]1[CH2:15][CH2:14][N:13]([C:16]2[N:20]([CH3:21])[N:19]=[CH:18][C:17]=2[NH:22][C:23]([C:25]2[N:26]=[C:27](Br)[S:28][C:29]=2[NH:30]C(=O)OC(C)(C)C)=[O:24])[CH2:12][CH2:11]1)=O)CCC.[C:39]([C:41]1[CH:42]=[C:43](B(O)O)[CH:44]=[CH:45][CH:46]=1)#[N:40]. (2) Given the product [CH:10](=[C:9]1[C:8]2[CH:16]=[CH:15][CH:3]=[C:2]([OH:5])[C:1]=2[CH2:12][CH2:13]1)[CH3:11], predict the reactants needed to synthesize it. The reactants are: [CH3:1][C:2]([O-:5])(C)[CH3:3].[K+].O[C:8]1[CH:16]=[CH:15]C=[C:13]2[C:9]=1[CH2:10][CH2:11][C:12]2=O. (3) Given the product [Cl:1][C:2]1[CH:3]=[C:4]([CH:28]([C:27]2[CH:30]=[CH:31][CH:32]=[C:33]([O:34][CH3:35])[C:26]=2[O:25][CH3:24])[OH:29])[C:5]([N:8]2[CH:12]=[CH:11][CH:10]=[CH:9]2)=[N:6][CH:7]=1, predict the reactants needed to synthesize it. The reactants are: [Cl:1][C:2]1[CH:3]=[C:4](I)[C:5]([N:8]2[CH:12]=[CH:11][CH:10]=[CH:9]2)=[N:6][CH:7]=1.O1CCCC1.C([Mg]Br)(C)C.[CH3:24][O:25][C:26]1[C:33]([O:34][CH3:35])=[CH:32][CH:31]=[CH:30][C:27]=1[CH:28]=[O:29].[Cl-].[NH4+]. (4) Given the product [C:9]1([N:15]2[CH:19]=[CH:18][N:17]=[C:16]2[S:20][CH2:2][C:3]2([CH2:7][OH:8])[CH2:6][CH2:5][CH2:4]2)[CH:10]=[CH:11][CH:12]=[CH:13][CH:14]=1, predict the reactants needed to synthesize it. The reactants are: O[CH2:2][C:3]1([CH2:7][OH:8])[CH2:6][CH2:5][CH2:4]1.[C:9]1([N:15]2[CH:19]=[CH:18][N:17]=[C:16]2[SH:20])[CH:14]=[CH:13][CH:12]=[CH:11][CH:10]=1. (5) Given the product [CH3:15][C:16]1[C:24]([S:25]([CH3:28])(=[O:27])=[O:26])=[C:23]([C:29]([F:31])([F:30])[F:32])[CH:22]=[CH:21][C:17]=1[C:18]([NH:12][C:8]1[C:7]([C:6]([F:14])([F:13])[F:5])=[CH:11][O:10][N:9]=1)=[O:19], predict the reactants needed to synthesize it. The reactants are: S(Cl)(Cl)=O.[F:5][C:6]([F:14])([F:13])[C:7]1[C:8]([NH2:12])=[N:9][O:10][CH:11]=1.[CH3:15][C:16]1[C:24]([S:25]([CH3:28])(=[O:27])=[O:26])=[C:23]([C:29]([F:32])([F:31])[F:30])[CH:22]=[CH:21][C:17]=1[C:18](O)=[O:19]. (6) Given the product [CH3:1][O:2][C:3]1[CH:4]=[C:5]([CH2:19][CH2:20][C:21]([N:48]2[CH2:49][CH2:50][N:45]([CH2:35][C:36]3[CH:44]=[CH:43][C:42]4[O:41][CH2:40][O:39][C:38]=4[CH:37]=3)[CH2:46][CH2:47]2)=[O:23])[CH:6]=[CH:7][C:8]=1[O:9][C:10]1[CH:15]=[CH:14][C:13]([N+:16]([O-:18])=[O:17])=[CH:12][N:11]=1, predict the reactants needed to synthesize it. The reactants are: [CH3:1][O:2][C:3]1[CH:4]=[C:5]([CH2:19][CH2:20][C:21]([OH:23])=O)[CH:6]=[CH:7][C:8]=1[O:9][C:10]1[CH:15]=[CH:14][C:13]([N+:16]([O-:18])=[O:17])=[CH:12][N:11]=1.S(Cl)(Cl)=O.C(N(CC)CC)C.[CH2:35]([N:45]1[CH2:50][CH2:49][NH:48][CH2:47][CH2:46]1)[C:36]1[CH:44]=[CH:43][C:42]2[O:41][CH2:40][O:39][C:38]=2[CH:37]=1. (7) Given the product [C:23]([C:27]1[CH:32]=[CH:31][C:30]([C:2]2[CH:3]=[CH:4][C:5]3[C:6]([C:2]4[CH:3]=[CH:4][C:5]([C:46]([CH3:47])([CH3:48])[CH3:49])=[CH:18][CH:19]=4)=[CH:7][C:8]4[C:17]([C:18]=3[CH:19]=2)=[CH:16][C:15]([C:30]2[CH:31]=[CH:32][C:27]([C:23]([CH3:26])([CH3:25])[CH3:24])=[CH:28][CH:29]=2)=[C:14]2[C:9]=4[CH:10]=[C:11]([C:30]3[CH:31]=[CH:32][C:27]([C:23]([CH3:26])([CH3:25])[CH3:24])=[CH:28][CH:29]=3)[CH:12]=[CH:13]2)=[CH:29][CH:28]=1)([CH3:26])([CH3:25])[CH3:24], predict the reactants needed to synthesize it. The reactants are: Br[C:2]1[CH:3]=[CH:4][C:5]2[C:6](Br)=[CH:7][C:8]3[C:17]([C:18]=2[CH:19]=1)=[CH:16][C:15](Br)=[C:14]1[C:9]=3[CH:10]=[C:11](Br)[CH:12]=[CH:13]1.[C:23]([C:27]1[CH:32]=[CH:31][C:30](B(O)O)=[CH:29][CH:28]=1)([CH3:26])([CH3:25])[CH3:24].[C:46](P([C:46]([CH3:49])([CH3:48])[CH3:47])C[Si](C)(C)C)([CH3:49])([CH3:48])[CH3:47].C(=O)([O-])[O-].[Cs+].[Cs+].